This data is from Choline transporter screen with 302,306 compounds. The task is: Binary Classification. Given a drug SMILES string, predict its activity (active/inactive) in a high-throughput screening assay against a specified biological target. (1) The compound is s1c(C(=O)N2CCN(CC2)Cc2c([nH]nc2)c2c(F)cc(OC)cc2)ccc1. The result is 0 (inactive). (2) The drug is Clc1cc(CN2CC(CCC2)CCC(=O)NCc2c(F)cccc2)ccc1. The result is 0 (inactive). (3) The molecule is S(CC(=O)Nc1c(cccc1)C(OC)=O)c1oc(nn1)c1ccncc1. The result is 0 (inactive). (4) The compound is O=c1n2[nH]c(c(c2nc2c1CCC2)c1ccccc1)C. The result is 0 (inactive).